From a dataset of Experimentally validated miRNA-target interactions with 360,000+ pairs, plus equal number of negative samples. Binary Classification. Given a miRNA mature sequence and a target amino acid sequence, predict their likelihood of interaction. The miRNA is hsa-miR-873-3p with sequence GGAGACUGAUGAGUUCCCGGGA. The protein sequence of the target gene is MYKRNGLMASVLVTSATPQGSSSSDSLEGQSCDYASKSYDAVVFDVLKVTPEEFASQITLMDIPVFKAIQPEELASCGWSKKEKHSLAPNVVAFTRRFNQVSFWVVREILTAQTLKIRAEILSHFVKIAKKLLELNNLHSLMSVVSALQSAPIFRLTKTWALLNRKDKTTFEKLDYLMSKEDNYKRTRDYIRSLKMVPSIPYLGIYLLDLIYIDSAYPASGSIMENEQRSNQMNNILRIIADLQVSCSYDHLTTLPHVQKYLKSVRYIEELQKFVEDDNYKLSLRIEPGSSSPRLVSSKE.... Result: 0 (no interaction).